This data is from Full USPTO retrosynthesis dataset with 1.9M reactions from patents (1976-2016). The task is: Predict the reactants needed to synthesize the given product. (1) Given the product [O:1]1[C:5]2[CH:6]=[CH:7][C:8]([C:10]3[N:24]([C:23]4[CH:18]=[CH:19][C:20]([S:26]([NH2:29])(=[O:28])=[O:27])=[CH:21][CH:22]=4)[N:25]=[C:12]([CH:13]([F:15])[F:14])[CH:11]=3)=[CH:9][C:4]=2[O:3][CH2:2]1, predict the reactants needed to synthesize it. The reactants are: [O:1]1[C:5]2[CH:6]=[CH:7][C:8]([C:10](=O)[CH2:11][C:12](=O)[CH:13]([F:15])[F:14])=[CH:9][C:4]=2[O:3][CH2:2]1.[CH:18]1[C:23]([NH:24][NH2:25])=[CH:22][CH:21]=[C:20]([S:26]([NH2:29])(=[O:28])=[O:27])[CH:19]=1.Cl.O. (2) Given the product [OH:2][C:3]1[CH:4]=[C:5]2[C:10](=[CH:11][CH:12]=1)[CH2:9][CH:8]([C:13]([OH:15])=[O:14])[CH2:7][CH2:6]2, predict the reactants needed to synthesize it. The reactants are: C[O:2][C:3]1[CH:4]=[C:5]2[C:10](=[CH:11][CH:12]=1)[CH2:9][CH:8]([C:13]([O:15]C)=[O:14])[CH2:7][CH2:6]2.